Task: Predict the reactants needed to synthesize the given product.. Dataset: Full USPTO retrosynthesis dataset with 1.9M reactions from patents (1976-2016) (1) Given the product [CH3:29][N:30]([CH2:32][C:33]1[CH:38]=[CH:37][C:36]([C:2]2[CH:3]=[C:4]3[C:8](=[C:9]([C:11]([NH:13][CH2:14][C:15]4[C:16](=[O:23])[NH:17][C:18]([CH3:22])=[CH:19][C:20]=4[CH3:21])=[O:12])[CH:10]=2)[N:7]([CH3:24])[CH:6]=[C:5]3[CH:25]([CH3:26])[CH3:27])=[CH:35][CH:34]=1)[CH3:31], predict the reactants needed to synthesize it. The reactants are: Br[C:2]1[CH:3]=[C:4]2[C:8](=[C:9]([C:11]([NH:13][CH2:14][C:15]3[C:16](=[O:23])[NH:17][C:18]([CH3:22])=[CH:19][C:20]=3[CH3:21])=[O:12])[CH:10]=1)[N:7]([CH3:24])[CH:6]=[C:5]2[CH:25]([CH3:27])[CH3:26].Cl.[CH3:29][N:30]([CH2:32][C:33]1[CH:38]=[CH:37][C:36](B2OC(C)(C)C(C)(C)O2)=[CH:35][CH:34]=1)[CH3:31].P([O-])([O-])([O-])=O.[K+].[K+].[K+].O1CCOCC1. (2) The reactants are: [CH3:1][N:2]([S:13]([C:16]1[CH:21]=[CH:20][C:19]([O:22][CH2:23][C:24]2[CH:33]=[CH:32][C:31]3[C:26](=[CH:27][CH:28]=[CH:29][CH:30]=3)[N:25]=2)=[CH:18][CH:17]=1)(=[O:15])=[O:14])[CH:3]1[CH:8]2[CH2:9][CH:5]([CH2:6][CH2:7]2)[CH:4]1[C:10](O)=[O:11].CCN=C=NCCCN(C)C.C1C=CC2[N:53]([OH:54])N=NC=2C=1.NO. Given the product [OH:54][NH:53][C:10]([C@@H:4]1[C@H:3]([N:2]([CH3:1])[S:13]([C:16]2[CH:17]=[CH:18][C:19]([O:22][CH2:23][C:24]3[CH:33]=[CH:32][C:31]4[C:26](=[CH:27][CH:28]=[CH:29][CH:30]=4)[N:25]=3)=[CH:20][CH:21]=2)(=[O:14])=[O:15])[C@@H:8]2[CH2:9][C@H:5]1[CH2:6][CH2:7]2)=[O:11], predict the reactants needed to synthesize it. (3) Given the product [NH2:1][C:2]1[C@:3]2([CH2:21][F:22])[S:18](=[O:19])(=[O:20])[C@@H:6]([CH2:5][CH2:4]2)[C@:7]([C:10]2[CH:15]=[C:14]([NH:16][C:35]([C:32]3[CH:31]=[N:30][C:29]([O:28][CH2:27][C:26]#[C:25][C:24]([CH3:39])([CH3:38])[CH3:23])=[CH:34][N:33]=3)=[O:36])[CH:13]=[CH:12][C:11]=2[F:17])([CH3:9])[N:8]=1, predict the reactants needed to synthesize it. The reactants are: [NH2:1][C:2]1[C@:3]2([CH2:21][F:22])[S:18](=[O:20])(=[O:19])[C@H:6]([C@:7]([C:10]3[CH:15]=[C:14]([NH2:16])[CH:13]=[CH:12][C:11]=3[F:17])([CH3:9])[N:8]=1)[CH2:5][CH2:4]2.[CH3:23][C:24]([CH3:39])([CH3:38])[C:25]#[C:26][CH2:27][O:28][C:29]1[N:30]=[CH:31][C:32]([C:35](O)=[O:36])=[N:33][CH:34]=1.CCCP1(OP(CCC)(=O)OP(CCC)(=O)O1)=O.C(=O)(O)[O-].[Na+]. (4) Given the product [CH:1]1([C:7]2[N:12]([C:13]3[CH:18]=[CH:17][CH:16]=[C:15]([Cl:19])[C:14]=3[Cl:20])[C:11](=[O:21])[C:10]([C:35]([NH:36][CH2:51][C:52]([OH:54])=[O:53])=[O:62])=[C:9]([OH:22])[N:8]=2)[CH2:2][CH2:3][CH2:4][CH2:5][CH2:6]1, predict the reactants needed to synthesize it. The reactants are: [CH:1]1([C:7]2[N:12]([C:13]3[CH:18]=[CH:17][CH:16]=[C:15]([Cl:19])[C:14]=3[Cl:20])[C:11](=[O:21])[CH:10]=[C:9]([OH:22])[N:8]=2)[CH2:6][CH2:5][CH2:4][CH2:3][CH2:2]1.[Cl-].C[Al+]C.CCCCCC.ClC1C(Cl)=CC=C[C:35]=1[NH2:36].C1(C#N)CCCCC1.C(OCC)(=O)[CH2:51][C:52]([O:54]CC)=[O:53].C[O-:62].[Na+].